Task: Predict which catalyst facilitates the given reaction.. Dataset: Catalyst prediction with 721,799 reactions and 888 catalyst types from USPTO (1) Reactant: CC1(C)C(C)(C)OB([C:9]2[CH:17]=[C:16]([C:18]([F:21])([F:20])[F:19])[CH:15]=[C:14]3[C:10]=2[CH:11]=[N:12][NH:13]3)O1.Br[C:24]1[CH:29]=[CH:28][C:27]([S:30]([NH2:33])(=[O:32])=[O:31])=[CH:26][C:25]=1[F:34].[C:35](=[O:38])(O)[O-:36].[Na+]. Product: [C:35]([OH:36])([C:18]([F:21])([F:20])[F:19])=[O:38].[F:34][C:25]1[CH:26]=[C:27]([S:30]([NH2:33])(=[O:31])=[O:32])[CH:28]=[CH:29][C:24]=1[C:9]1[CH:17]=[C:16]([C:18]([F:19])([F:20])[F:21])[CH:15]=[C:14]2[C:10]=1[CH:11]=[N:12][NH:13]2. The catalyst class is: 294. (2) Reactant: [NH2:1][C:2]1[CH:9]=[CH:8][C:5]([C:6]#[N:7])=[CH:4][CH:3]=1.C(OCl)(C)(C)C.C([O:18][C:19](=O)[CH2:20][S:21][CH3:22])C.C(N(CC)CC)C. Product: [CH3:22][S:21][CH:20]1[C:9]2[C:2](=[CH:3][CH:4]=[C:5]([C:6]#[N:7])[CH:8]=2)[NH:1][C:19]1=[O:18]. The catalyst class is: 34. (3) Reactant: [CH:1]([C@H:4]1[NH:10][CH2:9][C:8]2[CH:11]=[CH:12][C:13]([C:15]([O:17][CH3:18])=[O:16])=[CH:14][C:7]=2[O:6][CH2:5]1)([CH3:3])[CH3:2].CCN(CC)CC.[C:26](Cl)(=[O:28])[CH3:27]. Product: [C:26]([N:10]1[CH2:9][C:8]2[CH:11]=[CH:12][C:13]([C:15]([O:17][CH3:18])=[O:16])=[CH:14][C:7]=2[O:6][CH2:5][C@H:4]1[CH:1]([CH3:3])[CH3:2])(=[O:28])[CH3:27]. The catalyst class is: 2. (4) Reactant: [Cl:1][C:2]1[N:7]=[C:6]([C:8]([OH:10])=[O:9])[CH:5]=[CH:4][N:3]=1.[CH:11]1C=CC=CC=1.C[Si](C=[N+]=[N-])(C)C. Product: [Cl:1][C:2]1[N:7]=[C:6]([C:8]([O:10][CH3:11])=[O:9])[CH:5]=[CH:4][N:3]=1. The catalyst class is: 5. (5) The catalyst class is: 4. Product: [OH:6][C@@H:5]([CH2:4][OH:3])[C:7]([N:9]1[CH2:14][CH2:13][C:12]([C:15]2[C:20]([F:21])=[CH:19][C:18]([N:22]3[CH2:26][C@H:25]([CH2:27][NH:28][C:36]4[CH:41]=[N:40][CH:39]=[CH:38][N:37]=4)[O:24][C:23]3=[O:42])=[CH:17][C:16]=2[F:43])=[CH:11][CH2:10]1)=[O:8]. Reactant: CC1(C)[O:6][C@H:5]([C:7]([N:9]2[CH2:14][CH2:13][C:12]([C:15]3[C:20]([F:21])=[CH:19][C:18]([N:22]4[CH2:26][C@H:25]([CH2:27][N:28]([C:36]5[CH:41]=[N:40][CH:39]=[CH:38][N:37]=5)C(OC(C)(C)C)=O)[O:24][C:23]4=[O:42])=[CH:17][C:16]=3[F:43])=[CH:11][CH2:10]2)=[O:8])[CH2:4][O:3]1.FC(F)(F)C(O)=O.O. (6) Reactant: [CH3:1][C:2]1([CH3:11])[CH2:7][CH2:6][CH2:5][CH:4]([CH:8]([OH:10])[CH3:9])[CH2:3]1.[Cl:12][CH2:13][C:14](O)=[O:15].C1(N=C=NC2CCCCC2)CCCCC1. Product: [CH3:11][C:2]1([CH3:1])[CH2:7][CH2:6][CH2:5][CH:4]([CH:8]([O:10][C:14](=[O:15])[CH2:13][Cl:12])[CH3:9])[CH2:3]1. The catalyst class is: 112. (7) Reactant: [NH2:1][CH:2]([C:6]([OH:8])=[O:7])[CH:3]([CH3:5])[CH3:4].[CH2:9](O)[CH2:10][CH2:11][CH2:12][CH2:13][CH2:14][CH2:15][CH2:16][CH2:17][CH2:18][CH2:19][CH3:20].CC1C=CC(S(O)(=O)=O)=CC=1. Product: [NH2:1][CH:2]([CH:3]([CH3:5])[CH3:4])[C:6]([O:8][CH2:20][CH2:19][CH2:18][CH2:17][CH2:16][CH2:15][CH2:14][CH2:13][CH2:12][CH2:11][CH2:10][CH3:9])=[O:7]. The catalyst class is: 11. (8) Product: [Cl:14][CH2:13][C:5]1[O:4][C:3]([C:7]([O:9][CH3:10])=[O:8])=[C:2]([CH3:1])[CH:6]=1. The catalyst class is: 530. Reactant: [CH3:1][C:2]1[CH:6]=[CH:5][O:4][C:3]=1[C:7]([O:9][CH3:10])=[O:8].C=O.[CH2:13](Cl)[Cl:14]. (9) Reactant: P(OC1C=CC=CC=1)(OC1C=CC=CC=1)(O[CH:4]([C:6]1[CH:11]=[CH:10][CH:9]=[CH:8][C:7]=1[S:12]([CH:15]([CH3:17])[CH3:16])(=[O:14])=[O:13])[CH3:5])=O.[N-:32]=[N+:33]=[N-:34].[Na+]. Product: [N:32]([CH:4]([C:6]1[CH:11]=[CH:10][CH:9]=[CH:8][C:7]=1[S:12]([CH:15]([CH3:17])[CH3:16])(=[O:14])=[O:13])[CH3:5])=[N+:33]=[N-:34]. The catalyst class is: 39.